Dataset: Full USPTO retrosynthesis dataset with 1.9M reactions from patents (1976-2016). Task: Predict the reactants needed to synthesize the given product. Given the product [CH:1]12[CH2:7][CH:4]([CH2:5][CH2:6]1)[CH2:3][CH:2]2[C:8]1[NH:12][C:11]2[C:13]([O:20][CH3:21])=[CH:14][CH:15]=[C:16]([C:17]([NH:22][CH:23]3[CH2:28][CH2:27][CH2:26][CH:25]([NH:29][C:30](=[O:36])[O:31][C:32]([CH3:33])([CH3:35])[CH3:34])[CH2:24]3)=[O:18])[C:10]=2[N:9]=1, predict the reactants needed to synthesize it. The reactants are: [CH:1]12[CH2:7][CH:4]([CH2:5][CH2:6]1)[CH2:3][CH:2]2[C:8]1[NH:12][C:11]2[C:13]([O:20][CH3:21])=[CH:14][CH:15]=[C:16]([C:17](O)=[O:18])[C:10]=2[N:9]=1.[NH2:22][CH:23]1[CH2:28][CH2:27][CH2:26][CH:25]([NH:29][C:30](=[O:36])[O:31][C:32]([CH3:35])([CH3:34])[CH3:33])[CH2:24]1.